Dataset: Experimentally validated miRNA-target interactions with 360,000+ pairs, plus equal number of negative samples. Task: Binary Classification. Given a miRNA mature sequence and a target amino acid sequence, predict their likelihood of interaction. (1) The miRNA is hsa-miR-223-5p with sequence CGUGUAUUUGACAAGCUGAGUU. The protein sequence of the target gene is MEEIPAQEAAGSPRVQFQSLETQSECLSPEPQFVQDTDMEQGLTGDGETREENKLLIPKQKISEEVHSYKVRVGRLKHDITQVPETREVYKSEDRLERLQEILRKFLYLEREFRQITISKETFTSEKNNECHEPEKSFSLDSTIDADQRVLRIQNTDDNDKYDMSFNQNSASGKHEHLNLTEDFQSSECKESLMDLSHLNKWESIPNTEKSYKCDVCGKIFHQSSALTRHQRIHTREKPYKCKECEKSFSQSSSLSRHKRIHTREKPYKCEASDKSCEASDKSCSPSSGIIQHKKIHTRA.... Result: 1 (interaction). (2) The miRNA is hsa-miR-654-5p with sequence UGGUGGGCCGCAGAACAUGUGC. The protein sequence of the target gene is MEPPGGSLGPGRGTRDKKKGRSPDELPSAGGDGGKSKKFTLKRLMADELERFTSMRIKKEKEKPNSAHRNSSASYGDDPTAQSLQDVSDEQVLVLFEQMLLDMNLNEEKQQPLREKDIIIKREMVSQYLYTSKAGMSQKESSKSAMMYIQELRSGLRDMPLLSCLESLRVSLNNNPVSWVQTFGAEGLASLLDILKRLHDEKEETAGSYDSRNKHEIIRCLKAFMNNKFGIKTMLETEEGILLLVRAMDPAVPNMMIDAAKLLSALCILPQPEDMNERVLEAMTERAEMDEVERFQPLLD.... Result: 1 (interaction). (3) The miRNA is bta-miR-15b with sequence UAGCAGCACAUCAUGGUUUACA. The protein sequence of the target gene is MAAEQVEDYCISFVEMKFINNTLYFVAENDEDLESDHFGKLEPKLSIIRNLNDQVLFINQGNQPVFEDMPDSDCSDNAPQTIFIIYMYKDSLTRGLAVTISVQCKKMSTLSCENKIVSFKEMNPPDNIDNEESDIIFFQRSVPGHDDKIQFESSLYKGYFLACKKENDLFKLILKKQDDNRDKSVMFTVQNQN. Result: 1 (interaction). (4) The miRNA is mmu-miR-151-5p with sequence UCGAGGAGCUCACAGUCUAGU. The protein sequence of the target gene is MEAHNVSAPFNFSLPPGFGHRATDTALSVILVVMLLLIMLSLGCTMEFSKIKAHFWKPKGVIIAIVAQYGIMPLSAFLLGKVFHLTSIEALAILICGCSPGGNLSNLFTLAMKGDMNLSIVMTTCSSFTALGMMPLLLYIYSKGIYDGDLKDKVPYKGIMLSLVMVLIPCAIGIFLKSKRPHYVPYVLKAGMIITFSLSVAVTVLSVINVGNSIMFVMTPHLLATSSLMPFTGFLMGYILSALFRLNPSCRRTISMETGFQNVQLCSTILNVTFPPEVIGPLFFFPLLYMIFQLAEGLLF.... Result: 0 (no interaction). (5) The miRNA is mmu-miR-130b-3p with sequence CAGUGCAAUGAUGAAAGGGCAU. The protein sequence of the target gene is MTEYKLVVVGDGGVGKSALTIQLIQNHFVEEYDPTIEDSYRKQVVIDGETCLLDILDTAGQEEYSAMRDQYMRTGEGFLLVFAVNEAKSFENVANYREQIRRVKDSDDVPMVLVGNKCDLSSRSVDFRTVSETAKGYGIPNVDTSAKTRMGVDEAFYTLVREIRKHRERHDNNKPQKKKKCQIM. Result: 0 (no interaction). (6) The miRNA is dre-miR-9-5p with sequence UCUUUGGUUAUCUAGCUGUAUGA. The protein sequence of the target gene is MRRLNRRKTLSLVKELDAFPKVPDSYVETSASGGTVSLIAFTTMALLTIMEFSVYQDTWMKYEYEVDKDFSSKLRINIDITVAMKCHYVGADVLDLAETMVASADGLAYEPALFDLSPQQREWQRMLQLIQSRLQEEHSLQDVIFKSAFKSASTALPPREDDSSLTPDACRIHGHLYVNKVAGNFHITVGKAIPHPRGHAHLAALVNHDSYNFSHRIDHLSFGELVPGIINPLDGTEKIAVDHNQMFQYFITVVPTKLHTYKISADTHQFSVTERERIINHAAGSHGVSGIFMKYDLSSL.... Result: 0 (no interaction). (7) The miRNA is hsa-miR-4526 with sequence GCUGACAGCAGGGCUGGCCGCU. The protein sequence of the target gene is MIATGGLLRISARKQDPLRPPSQIPKRKRKAKKRRKNDVVVVKGKLKLCSISGLIALCGILVLLVGIAMAVVGYWPKATGTNREGGKQLPPAGSSHRVPTTANSSSSGSKNRSRSHPRAPGGVNSSSAGAPRSTPPARAASPSSSSTSVGFFFRIFSGYLHSDKLKVFGPLIMGIGIFLFICANAVLHENRDKKTKIINLRDLYSTVIDVHSLRAKDLAAAAAAAAAAAASSSSSAPAAAPPGAIPLNGFLSYVQSRGLELKPGGCGGSGDAFGAAAMLAKGSWPPHPAAPSGGRPRGAA.... Result: 1 (interaction).